From a dataset of Forward reaction prediction with 1.9M reactions from USPTO patents (1976-2016). Predict the product of the given reaction. (1) Given the reactants [CH3:1][C:2]1[N:7]=[CH:6][C:5]([C:8]2([C:14]([OH:16])=O)[CH2:13][CH2:12][O:11][CH2:10][CH2:9]2)=[CH:4][N:3]=1.Cl.[CH3:18][NH:19][O:20][CH3:21].C1C=CC2N(O)N=NC=2C=1.CCN=C=NCCCN(C)C.Cl.CCN(C(C)C)C(C)C, predict the reaction product. The product is: [CH3:21][O:20][N:19]([CH3:18])[C:14]([C:8]1([C:5]2[CH:6]=[N:7][C:2]([CH3:1])=[N:3][CH:4]=2)[CH2:9][CH2:10][O:11][CH2:12][CH2:13]1)=[O:16]. (2) Given the reactants [NH2:1][C:2]1[N:7]=[CH:6][N:5]=[C:4]2[N:8]([CH:12]3[CH2:17][CH2:16][C:15](=[O:18])[CH2:14][CH2:13]3)[N:9]=[C:10](I)[C:3]=12.[CH3:19][N:20]1[C:28]2[C:23](=[CH:24][CH:25]=[CH:26][CH:27]=2)[CH:22]=[C:21]1NC1C=CC(B2OC(C)(C)C(C)(C)O2)=CC=1.[C:45](=[O:48])([O-])[O-].[Na+].[Na+], predict the reaction product. The product is: [NH2:1][C:2]1[N:7]=[CH:6][N:5]=[C:4]2[N:8]([CH:12]3[CH2:17][CH2:16][C:15](=[O:18])[CH2:14][CH2:13]3)[N:9]=[C:10]([C:15]3[CH:16]=[CH:17][C:12]([NH:8][C:45]([C:21]4[N:20]([CH3:19])[C:28]5[C:23]([CH:22]=4)=[CH:24][CH:25]=[CH:26][CH:27]=5)=[O:48])=[CH:13][CH:14]=3)[C:3]=12. (3) Given the reactants [Cl:1][C:2]1[CH:11]=[CH:10][CH:9]=[C:8]2[C:3]=1[C:4](=[O:27])[N:5]([C:15]1[CH:16]=[C:17]([NH:21][C:22]([NH:24][CH2:25][CH3:26])=[O:23])[CH:18]=[CH:19][CH:20]=1)[C:6]([C@@H:12]([OH:14])[CH3:13])=[N:7]2.C[Si]([N-][Si](C)(C)C)(C)C.[Na+].[NH2:38][C:39]1[C:44]([C:45]#[N:46])=[C:43](Cl)[N:42]=[CH:41][N:40]=1.CO, predict the reaction product. The product is: [NH2:38][C:39]1[N:40]=[CH:41][N:42]=[C:43]([O:14][C@H:12]([C:6]2[N:5]([C:15]3[CH:16]=[C:17]([NH:21][C:22]([NH:24][CH2:25][CH3:26])=[O:23])[CH:18]=[CH:19][CH:20]=3)[C:4](=[O:27])[C:3]3[C:8](=[CH:9][CH:10]=[CH:11][C:2]=3[Cl:1])[N:7]=2)[CH3:13])[C:44]=1[C:45]#[N:46]. (4) Given the reactants [C:1]([C:4]1[CH:5]=[CH:6][C:7]([OH:13])=[C:8]([CH:12]=1)[C:9]([NH2:11])=[O:10])(=[O:3])[CH3:2].C([O-])([O-])=O.[K+].[K+].[CH:20]1[CH:25]=[CH:24][C:23]([CH2:26]Br)=[CH:22][CH:21]=1, predict the reaction product. The product is: [C:1]([C:4]1[CH:5]=[CH:6][C:7]([O:13][CH2:26][C:23]2[CH:24]=[CH:25][CH:20]=[CH:21][CH:22]=2)=[C:8]([CH:12]=1)[C:9]([NH2:11])=[O:10])(=[O:3])[CH3:2]. (5) The product is: [CH2:14]([O:16][C:17](=[O:29])[CH2:18][CH2:19][C:20]1[CH:25]=[C:24]([F:26])[C:23]([O:27][CH2:2][C:3]2[C:4]([S:9][CH2:10][CH:11]3[CH2:13][CH2:12]3)=[N:5][CH:6]=[CH:7][CH:8]=2)=[C:22]([F:28])[CH:21]=1)[CH3:15]. Given the reactants Cl[CH2:2][C:3]1[C:4]([S:9][CH2:10][CH:11]2[CH2:13][CH2:12]2)=[N:5][CH:6]=[CH:7][CH:8]=1.[CH2:14]([O:16][C:17](=[O:29])[CH2:18][CH2:19][C:20]1[CH:25]=[C:24]([F:26])[C:23]([OH:27])=[C:22]([F:28])[CH:21]=1)[CH3:15], predict the reaction product. (6) The product is: [NH:17]1[CH2:16][CH2:15][CH:14]([N:3]2[CH2:4][C:5]3=[CH:13][NH:12][C:7]4[C:6]3=[C:11]([CH:10]=[CH:9][N:8]=4)[C:2]2=[O:1])[CH2:19][CH2:18]1. Given the reactants [O:1]=[C:2]1[C:11]2[CH:10]=[CH:9][N:8]=[C:7]3[NH:12][CH:13]=[C:5]([C:6]=23)[CH2:4][N:3]1[CH:14]1[CH2:19][CH2:18][N:17](C(OC(C)(C)C)=O)[CH2:16][CH2:15]1.C(Cl)Cl, predict the reaction product. (7) The product is: [Cl:1][C:2]1[C:7]([CH2:8][OH:9])=[CH:6][C:5]([O:10][CH2:11][C@@H:12]2[CH2:16][CH2:15][N:14]([C:17]([O:19][C:20]([CH3:23])([CH3:22])[CH3:21])=[O:18])[CH2:13]2)=[CH:4][N:3]=1. Given the reactants [Cl:1][C:2]1[C:7]([CH:8]=[O:9])=[CH:6][C:5]([O:10][CH2:11][C@@H:12]2[CH2:16][CH2:15][N:14]([C:17]([O:19][C:20]([CH3:23])([CH3:22])[CH3:21])=[O:18])[CH2:13]2)=[CH:4][N:3]=1.N, predict the reaction product. (8) Given the reactants Cl.Cl.Cl.[O:4]1[C:8]2=[C:9]([N:13]3[CH2:18][CH2:17][N:16]([CH2:19][CH2:20][CH:21]4[CH2:26][CH2:25][CH:24]([NH2:27])[CH2:23][CH2:22]4)[CH2:15][CH2:14]3)[N:10]=[CH:11][CH:12]=[C:7]2[CH:6]=[CH:5]1.[CH3:28][O:29][CH2:30][C:31](O)=[O:32], predict the reaction product. The product is: [O:4]1[C:8]2=[C:9]([N:13]3[CH2:18][CH2:17][N:16]([CH2:19][CH2:20][C@H:21]4[CH2:26][CH2:25][C@H:24]([NH:27][C:31](=[O:32])[CH2:30][O:29][CH3:28])[CH2:23][CH2:22]4)[CH2:15][CH2:14]3)[N:10]=[CH:11][CH:12]=[C:7]2[CH:6]=[CH:5]1.